Dataset: Tyrosyl-DNA phosphodiesterase HTS with 341,365 compounds. Task: Binary Classification. Given a drug SMILES string, predict its activity (active/inactive) in a high-throughput screening assay against a specified biological target. The molecule is S(=O)(=O)(c1cc2CC(N(c2cc1)C(=O)CC)C)CCC(=O)N1CCN(CC1)C(OCC)=O. The result is 0 (inactive).